From a dataset of Peptide-MHC class I binding affinity with 185,985 pairs from IEDB/IMGT. Regression. Given a peptide amino acid sequence and an MHC pseudo amino acid sequence, predict their binding affinity value. This is MHC class I binding data. (1) The peptide sequence is WDVFGNWFDLA. The MHC is Mamu-B01 with pseudo-sequence Mamu-B01. The binding affinity (normalized) is 0. (2) The peptide sequence is VAPHEYGFGI. The MHC is H-2-Kb with pseudo-sequence H-2-Kb. The binding affinity (normalized) is 0.508. (3) The peptide sequence is TIKYSNDNRY. The MHC is HLA-A68:01 with pseudo-sequence HLA-A68:01. The binding affinity (normalized) is 0.366. (4) The peptide sequence is RMRGAHTNDV. The MHC is HLA-B44:02 with pseudo-sequence HLA-B44:02. The binding affinity (normalized) is 0. (5) The peptide sequence is FPFKYAAAF. The MHC is Mamu-A2201 with pseudo-sequence Mamu-A2201. The binding affinity (normalized) is 0.939. (6) The peptide sequence is LTPKQKRKM. The MHC is Mamu-A01 with pseudo-sequence Mamu-A01. The binding affinity (normalized) is 0.595.